Dataset: Full USPTO retrosynthesis dataset with 1.9M reactions from patents (1976-2016). Task: Predict the reactants needed to synthesize the given product. (1) Given the product [Br:1][C:2]1[CH:7]=[C:6]([F:8])[CH:5]=[CH:4][C:3]=1[S:9]([NH:12][C:13]1[C:22]([C:23]([O:25][CH3:26])=[O:24])=[C:21]2[C:16]([C:17]3([CH3:29])[CH2:27][CH:18]3[CH2:19][O:20]2)=[CH:15][CH:14]=1)(=[O:10])=[O:11], predict the reactants needed to synthesize it. The reactants are: [Br:1][C:2]1[CH:7]=[C:6]([F:8])[CH:5]=[CH:4][C:3]=1[S:9]([NH:12][C:13]1[C:22]([C:23]([O:25][CH3:26])=[O:24])=[C:21]2[C:16]([CH:17]3[CH2:27][CH:18]3[CH2:19][O:20]2)=[CH:15][CH:14]=1)(=[O:11])=[O:10].N[C:29]1C(C(OC)=O)=C2C(C3(C)CC3CO2)=CC=1.BrC1C=C(F)C=CC=1S(Cl)(=O)=O. (2) The reactants are: [CH3:1][NH:2][C:3](=[O:15])[C:4]1[CH:9]=[CH:8][C:7]([NH:10][CH3:11])=[C:6]([N+:12]([O-])=O)[CH:5]=1. Given the product [NH2:12][C:6]1[CH:5]=[C:4]([CH:9]=[CH:8][C:7]=1[NH:10][CH3:11])[C:3]([NH:2][CH3:1])=[O:15], predict the reactants needed to synthesize it. (3) Given the product [Cl:3][C:4]1[C:9]([Cl:10])=[CH:8][N:7]=[C:6]2[N:11]([S:20]([C:17]3[CH:18]=[CH:19][C:14]([CH3:24])=[CH:15][CH:16]=3)(=[O:22])=[O:21])[CH:12]=[CH:13][C:5]=12, predict the reactants needed to synthesize it. The reactants are: [H-].[Na+].[Cl:3][C:4]1[C:9]([Cl:10])=[CH:8][N:7]=[C:6]2[NH:11][CH:12]=[CH:13][C:5]=12.[C:14]1([CH3:24])[CH:19]=[CH:18][C:17]([S:20](Cl)(=[O:22])=[O:21])=[CH:16][CH:15]=1. (4) Given the product [CH3:1][N:2]([CH3:18])[CH2:3][CH2:4][N:5]1[CH2:10][CH2:9][O:8][C:7]2[CH:11]=[CH:12][C:13]([NH2:15])=[CH:14][C:6]1=2, predict the reactants needed to synthesize it. The reactants are: [CH3:1][N:2]([CH3:18])[CH2:3][CH2:4][N:5]1[CH2:10][CH2:9][O:8][C:7]2[CH:11]=[CH:12][C:13]([N+:15]([O-])=O)=[CH:14][C:6]1=2. (5) The reactants are: CO[C:3](=[O:23])[CH2:4][CH:5]([C:15]1[CH:20]=[CH:19][CH:18]=[CH:17][C:16]=1[C:21]#[N:22])[C:6]1[CH:7]=[C:8]2[C:12](=[CH:13][CH:14]=1)[NH:11][CH:10]=[CH:9]2.OC(C(O)(C)C)(C)C.[BH4-].[Na+]. Given the product [NH:11]1[C:12]2[C:8](=[CH:7][C:6]([CH:5]3[CH2:4][C:3](=[O:23])[NH:22][CH2:21][C:16]4[CH:17]=[CH:18][CH:19]=[CH:20][C:15]3=4)=[CH:14][CH:13]=2)[CH:9]=[CH:10]1, predict the reactants needed to synthesize it. (6) Given the product [C:1]([C:5]1[CH:6]=[CH:7][C:8]([N:11]2[CH2:16][CH2:15][O:14][C@H:13]([C@@H:17]([OH:21])[C:18]([NH:23][C:24]3[CH:31]=[CH:30][C:27]([C:28]#[N:29])=[CH:26][C:25]=3[Cl:32])=[O:20])[C:12]2=[O:22])=[CH:9][CH:10]=1)([CH3:4])([CH3:3])[CH3:2], predict the reactants needed to synthesize it. The reactants are: [C:1]([C:5]1[CH:10]=[CH:9][C:8]([N:11]2[CH2:16][CH2:15][O:14][C@H:13]([C@@H:17]([OH:21])[C:18]([OH:20])=O)[C:12]2=[O:22])=[CH:7][CH:6]=1)([CH3:4])([CH3:3])[CH3:2].[NH2:23][C:24]1[CH:31]=[CH:30][C:27]([C:28]#[N:29])=[CH:26][C:25]=1[Cl:32].NC1C=C2C(=CC=1)C(N(C(OC(C)(C)C)=O)C(OC(C)(C)C)=O)=NC=C2.